The task is: Predict the product of the given reaction.. This data is from Forward reaction prediction with 1.9M reactions from USPTO patents (1976-2016). (1) Given the reactants [C:1]([N:4]1[C:16]2[CH:15]=[CH:14][C:13](I)=[CH:12][C:11]=2[C:10]2[C:5]1=[CH:6][CH:7]=[C:8](I)[CH:9]=2)(=[O:3])[CH3:2].[C:19]1([SiH:25]([C:32]2[CH:37]=[CH:36][CH:35]=[CH:34][CH:33]=2)[C:26]2[CH:31]=[CH:30][CH:29]=[CH:28][CH:27]=2)[CH:24]=[CH:23][CH:22]=[CH:21][CH:20]=1, predict the reaction product. The product is: [C:1]([N:4]1[C:16]2[CH:15]=[CH:14][C:13]([Si:25]([C:19]3[CH:20]=[CH:21][CH:22]=[CH:23][CH:24]=3)([C:26]3[CH:31]=[CH:30][CH:29]=[CH:28][CH:27]=3)[C:32]3[CH:33]=[CH:34][CH:35]=[CH:36][CH:37]=3)=[CH:12][C:11]=2[C:10]2[C:5]1=[CH:6][CH:7]=[C:8]([Si:25]([C:26]1[CH:27]=[CH:28][CH:29]=[CH:30][CH:31]=1)([C:32]1[CH:37]=[CH:36][CH:35]=[CH:34][CH:33]=1)[C:19]1[CH:20]=[CH:21][CH:22]=[CH:23][CH:24]=1)[CH:9]=2)(=[O:3])[CH3:2]. (2) Given the reactants [CH3:1][C:2]1[CH:3]=[C:4]([C:19]2[S:23][C:22]([C:24]3([C:27](O)=[O:28])[CH2:26][CH2:25]3)=[N:21][CH:20]=2)[CH:5]=[C:6]([NH:8][C:9]2[N:14]=[C:13]([C:15]([F:18])([F:17])[F:16])[CH:12]=[CH:11][N:10]=2)[CH:7]=1.[CH:30]([NH:32][NH2:33])=[O:31].C(Cl)CCl.CC(N(C)C)=O, predict the reaction product. The product is: [CH:30]([NH:32][NH:33][C:27]([C:24]1([C:22]2[S:23][C:19]([C:4]3[CH:5]=[C:6]([NH:8][C:9]4[N:14]=[C:13]([C:15]([F:16])([F:18])[F:17])[CH:12]=[CH:11][N:10]=4)[CH:7]=[C:2]([CH3:1])[CH:3]=3)=[CH:20][N:21]=2)[CH2:25][CH2:26]1)=[O:28])=[O:31].